From a dataset of Full USPTO retrosynthesis dataset with 1.9M reactions from patents (1976-2016). Predict the reactants needed to synthesize the given product. (1) Given the product [Cl:15][C:2]1[CH:3]=[CH:4][C:5]2[C:10](=[CH:9][CH:8]=[C:7]([C:11]([O:13][CH3:14])=[O:12])[CH:6]=2)[N:1]=1, predict the reactants needed to synthesize it. The reactants are: [N:1]1[C:10]2[C:5](=[CH:6][C:7]([C:11]([O:13][CH3:14])=[O:12])=[CH:8][CH:9]=2)[CH:4]=[CH:3][CH:2]=1.[Cl:15]C1C=CC=C(C(OO)=O)C=1. (2) Given the product [NH:25]1[C:24]2[CH:28]=[CH:29][C:21]([N:20]3[CH:10]([C:9]4[CH:12]=[CH:13][C:6]([CH2:5][CH2:4][CH2:3][O:2][CH3:1])=[CH:7][CH:8]=4)[CH2:40][NH:39][C:37]3=[O:38])=[CH:22][C:23]=2[N:27]=[CH:26]1, predict the reactants needed to synthesize it. The reactants are: [CH3:1][O:2][CH2:3][CH2:4][CH2:5][C:6]1[CH:13]=[CH:12][C:9]([CH:10]=O)=[CH:8][CH:7]=1.C[Si](C#N)(C)C.[NH2:20][C:21]1[CH:29]=[CH:28][C:24]2[N:25]=[CH:26][NH:27][C:23]=2[CH:22]=1.C(N(CC)CC)C.[C:37](N1C=CN=C1)([N:39]1C=CN=[CH:40]1)=[O:38]. (3) Given the product [NH2:1][C:2]1[N:3]=[CH:4][C:5]([C:8]#[C:9][C:10]2[S:11][CH:12]=[C:13]([C:15]([OH:17])=[O:16])[N:14]=2)=[CH:6][N:7]=1, predict the reactants needed to synthesize it. The reactants are: [NH2:1][C:2]1[N:7]=[CH:6][C:5]([C:8]#[C:9][C:10]2[S:11][CH:12]=[C:13]([C:15]([O:17]CC)=[O:16])[N:14]=2)=[CH:4][N:3]=1.[OH-].[Na+].CC(O)=O. (4) Given the product [C:1]([O:5][C:6]([N:8]1[CH2:9][CH2:10][N:11]([CH:14]([C:15]2[CH:16]=[CH:17][CH:18]=[CH:19][CH:20]=2)[CH2:21][OH:22])[CH2:12][CH2:13]1)=[O:7])([CH3:4])([CH3:2])[CH3:3], predict the reactants needed to synthesize it. The reactants are: [C:1]([O:5][C:6]([N:8]1[CH2:13][CH2:12][N:11]([CH:14]([C:21](O)=[O:22])[C:15]2[CH:20]=[CH:19][CH:18]=[CH:17][CH:16]=2)[CH2:10][CH2:9]1)=[O:7])([CH3:4])([CH3:3])[CH3:2]. (5) Given the product [Br:12][C:13]1[CH:14]=[CH:15][C:16]([CH2:19][CH2:20][N:21]([CH3:22])[C:2](=[O:3])[O:4][CH2:5][C:6]2[CH:11]=[CH:10][CH:9]=[CH:8][CH:7]=2)=[CH:17][CH:18]=1, predict the reactants needed to synthesize it. The reactants are: Cl[C:2]([O:4][CH2:5][C:6]1[CH:11]=[CH:10][CH:9]=[CH:8][CH:7]=1)=[O:3].[Br:12][C:13]1[CH:18]=[CH:17][C:16]([CH2:19][CH2:20][NH:21][CH3:22])=[CH:15][CH:14]=1.C(N(CC)CC)C. (6) Given the product [CH3:38][N:36]([CH2:35][CH:32]1[CH2:33][CH2:34][N:29]([C:27]([NH:26][C:24]2[CH:25]=[C:20]([O:19][C:18]3[CH:39]=[CH:40][C:15]([NH:14][C:12]([NH:11][C:9](=[O:10])[CH2:8][C:5]4[CH:4]=[CH:3][C:2]([F:1])=[CH:7][CH:6]=4)=[S:13])=[CH:16][C:17]=3[F:41])[N:21]=[CH:22][N:23]=2)=[O:28])[CH2:30][CH2:31]1)[CH3:37], predict the reactants needed to synthesize it. The reactants are: [F:1][C:2]1[CH:7]=[CH:6][C:5]([CH2:8][C:9]([N:11]=[C:12]=[S:13])=[O:10])=[CH:4][CH:3]=1.[NH2:14][C:15]1[CH:40]=[CH:39][C:18]([O:19][C:20]2[CH:25]=[C:24]([NH:26][C:27]([N:29]3[CH2:34][CH2:33][CH:32]([CH2:35][N:36]([CH3:38])[CH3:37])[CH2:31][CH2:30]3)=[O:28])[N:23]=[CH:22][N:21]=2)=[C:17]([F:41])[CH:16]=1.C12(CS(O)(=O)=O)C(C)(C)C(CC1)CC2=O.